From a dataset of Merck oncology drug combination screen with 23,052 pairs across 39 cell lines. Regression. Given two drug SMILES strings and cell line genomic features, predict the synergy score measuring deviation from expected non-interaction effect. (1) Drug 1: COc1cccc2c1C(=O)c1c(O)c3c(c(O)c1C2=O)CC(O)(C(=O)CO)CC3OC1CC(N)C(O)C(C)O1. Drug 2: COC1=C2CC(C)CC(OC)C(O)C(C)C=C(C)C(OC(N)=O)C(OC)C=CC=C(C)C(=O)NC(=CC1=O)C2=O. Cell line: KPL1. Synergy scores: synergy=-13.1. (2) Drug 1: C=CCn1c(=O)c2cnc(Nc3ccc(N4CCN(C)CC4)cc3)nc2n1-c1cccc(C(C)(C)O)n1. Drug 2: Cn1cc(-c2cnn3c(N)c(Br)c(C4CCCNC4)nc23)cn1. Cell line: HCT116. Synergy scores: synergy=44.0. (3) Drug 1: N.N.O=C(O)C1(C(=O)O)CCC1.[Pt]. Drug 2: O=C(CCCCCCC(=O)Nc1ccccc1)NO. Cell line: LNCAP. Synergy scores: synergy=13.7. (4) Drug 1: CC1CC2C3CCC4=CC(=O)C=CC4(C)C3(F)C(O)CC2(C)C1(O)C(=O)CO. Drug 2: CC(C)CC(NC(=O)C(Cc1ccccc1)NC(=O)c1cnccn1)B(O)O. Cell line: T47D. Synergy scores: synergy=-9.16. (5) Drug 1: C#Cc1cccc(Nc2ncnc3cc(OCCOC)c(OCCOC)cc23)c1. Drug 2: CNC(=O)c1cc(Oc2ccc(NC(=O)Nc3ccc(Cl)c(C(F)(F)F)c3)cc2)ccn1. Cell line: DLD1. Synergy scores: synergy=12.7.